From a dataset of Full USPTO retrosynthesis dataset with 1.9M reactions from patents (1976-2016). Predict the reactants needed to synthesize the given product. (1) Given the product [CH3:9][N:6]([CH3:4])[C:7]([C@@H:8]1[CH2:24][C@H:25]2[N:17]([C:16]([O:15][C:11]([CH3:14])([CH3:13])[CH3:12])=[O:34])[S:18](=[O:33])(=[O:32])[NH:19][C@H:20]2[CH2:21][CH2:22]1)=[O:37], predict the reactants needed to synthesize it. The reactants are: C(Cl)Cl.[CH2:4]([N:6]([CH2:9]C)[CH2:7][CH3:8])C.[C:11]([O:15][C:16](=[O:34])[NH:17][S:18](=[O:33])(=[O:32])[NH:19][C@@H:20]1[CH2:25][C@@H:24](C(=O)N(C)C)C[CH2:22][C@H:21]1O)([CH3:14])([CH3:13])[CH3:12].CS(Cl)(=O)=[O:37]. (2) Given the product [Cl:1][C:2]1[CH:3]=[C:4]([CH:41]=[CH:42][CH:43]=1)[CH2:5][N:6]1[CH:10]=[C:9]([C:11]2[C:19]3[C:14](=[N:15][CH:16]=[C:17]([C:20]4[CH:21]=[C:22]([NH:26][S:27]([CH3:30])(=[O:28])=[O:29])[CH:23]=[CH:24][CH:25]=4)[CH:18]=3)[NH:13][CH:12]=2)[CH:8]=[N:7]1, predict the reactants needed to synthesize it. The reactants are: [Cl:1][C:2]1[CH:3]=[C:4]([CH:41]=[CH:42][CH:43]=1)[CH2:5][N:6]1[CH:10]=[C:9]([C:11]2[C:19]3[C:14](=[N:15][CH:16]=[C:17]([C:20]4[CH:21]=[C:22]([NH:26][S:27]([CH3:30])(=[O:29])=[O:28])[CH:23]=[CH:24][CH:25]=4)[CH:18]=3)[N:13](S(C3C=CC(C)=CC=3)(=O)=O)[CH:12]=2)[CH:8]=[N:7]1.[OH-].[Li+]. (3) Given the product [CH3:20][C:21]1[CH:22]=[CH:23][C:24]([C:2]2[CH:3]=[C:4]([C:15]([O:17][CH3:18])=[O:16])[CH:5]=[C:6]([CH:14]=2)[C:7]([O:9][C:10]([CH3:13])([CH3:12])[CH3:11])=[O:8])=[N:25][CH:26]=1, predict the reactants needed to synthesize it. The reactants are: Br[C:2]1[CH:3]=[C:4]([C:15]([O:17][CH3:18])=[O:16])[CH:5]=[C:6]([CH:14]=1)[C:7]([O:9][C:10]([CH3:13])([CH3:12])[CH3:11])=[O:8].[Br-].[CH3:20][C:21]1[CH:22]=[CH:23][C:24]([Zn+])=[N:25][CH:26]=1.[K+].[K+].[K+].C(N(CC([O-])=O)CC(O)=O)CN(CC([O-])=O)CC([O-])=O.ClCCl. (4) The reactants are: [F:1][C:2]1[CH:7]=[CH:6][C:5]([C:8]#[C:9][C:10](=[O:24])[CH:11]([N:13]2[C:21](=[O:22])[C:20]3[C:15](=[CH:16][CH:17]=[CH:18][CH:19]=3)[C:14]2=[O:23])[CH3:12])=[CH:4][CH:3]=1.[I-].[NH2:26][N+:27]1[CH:32]=[CH:31][CH:30]=[CH:29][CH:28]=1.C1CCN2C(=NCCC2)CC1.[Cl-].[NH4+]. Given the product [F:1][C:2]1[CH:7]=[CH:6][C:5]([C:8]2[C:9]([C:10](=[O:24])[CH:11]([N:13]3[C:21](=[O:22])[C:20]4[C:15](=[CH:16][CH:17]=[CH:18][CH:19]=4)[C:14]3=[O:23])[CH3:12])=[C:28]3[CH:29]=[CH:30][CH:31]=[CH:32][N:27]3[N:26]=2)=[CH:4][CH:3]=1, predict the reactants needed to synthesize it. (5) Given the product [OH:7][C@H:6]1[C@H:2]([NH:1][C:35]([C:29]2[CH:34]=[CH:33][CH:32]=[CH:31][CH:30]=2)([C:42]2[CH:43]=[CH:44][CH:45]=[CH:46][CH:47]=2)[C:36]2[CH:37]=[CH:38][CH:39]=[CH:40][CH:41]=2)[CH2:3][N:4]([C:8](=[O:21])[CH2:9][C:10]2[CH:11]=[CH:12][C:13]([O:16][C:17]([F:18])([F:19])[F:20])=[CH:14][CH:15]=2)[CH2:5]1, predict the reactants needed to synthesize it. The reactants are: [NH2:1][C@H:2]1[C@H:6]([OH:7])[CH2:5][N:4]([C:8](=[O:21])[CH2:9][C:10]2[CH:15]=[CH:14][C:13]([O:16][C:17]([F:20])([F:19])[F:18])=[CH:12][CH:11]=2)[CH2:3]1.C(N(CC)CC)C.[C:29]1([C:35](Cl)([C:42]2[CH:47]=[CH:46][CH:45]=[CH:44][CH:43]=2)[C:36]2[CH:41]=[CH:40][CH:39]=[CH:38][CH:37]=2)[CH:34]=[CH:33][CH:32]=[CH:31][CH:30]=1. (6) Given the product [CH2:1]([C@@H:3]1[C@@:8]([CH3:9])([OH:10])[C@H:7]([OH:11])[CH2:6][C@H:5]([C:12]2[CH:17]=[CH:16][N:15]=[CH:14][C:13]=2[N+:18]([O-:20])=[O:19])[O:4]1)[CH3:2], predict the reactants needed to synthesize it. The reactants are: [CH2:1]([C@@H:3]1[C@:8]([OH:10])([CH3:9])[C:7](=[O:11])[CH2:6][C@@H:5]([C:12]2[CH:17]=[CH:16][N:15]=[CH:14][C:13]=2[N+:18]([O-:20])=[O:19])[O:4]1)[CH3:2].[BH4-].[Na+]. (7) Given the product [ClH:19].[NH2:16][CH:13]1[CH:12]2[CH2:18][CH:9]([CH2:10][CH2:11]2)[CH:8]([CH2:1][C:2]2[CH:7]=[CH:6][CH:5]=[CH:4][N:3]=2)[C:14]1=[O:15], predict the reactants needed to synthesize it. The reactants are: [CH2:1]([CH:8]1[C:14](=[O:15])[C:13](=[N:16]O)[CH:12]2[CH2:18][CH:9]1[CH2:10][CH2:11]2)[C:2]1[CH:7]=[CH:6][CH:5]=[CH:4][N:3]=1.[ClH:19].[H][H]. (8) Given the product [C:15]([O:14][C:12]([CH:7]1[CH2:6][C:5]2[C:10](=[CH:11][C:2]([O:1][CH2:30][CH2:31][CH2:32][C:33]3[N:34]=[C:35]([C:39]4[CH:44]=[CH:43][CH:42]=[CH:41][CH:40]=4)[O:36][C:37]=3[CH3:38])=[CH:3][CH:4]=2)[O:9][CH2:8]1)=[O:13])([CH3:18])([CH3:17])[CH3:16], predict the reactants needed to synthesize it. The reactants are: [OH:1][C:2]1[CH:11]=[C:10]2[C:5]([CH2:6][CH:7]([C:12]([O:14][C:15]([CH3:18])([CH3:17])[CH3:16])=[O:13])[CH2:8][O:9]2)=[CH:4][CH:3]=1.C([O-])([O-])=O.[K+].[K+].CS(O[CH2:30][CH2:31][CH2:32][C:33]1[N:34]=[C:35]([C:39]2[CH:44]=[CH:43][CH:42]=[CH:41][CH:40]=2)[O:36][C:37]=1[CH3:38])(=O)=O. (9) Given the product [C@H:1]12[N:8]([C:9]([O:11][C:12]([CH3:13])([CH3:14])[CH3:15])=[O:10])[C@H:5]([CH2:6][CH2:7]1)[CH2:4][CH2:3][CH:2]2[C:16]([O:18][CH3:19])=[O:17], predict the reactants needed to synthesize it. The reactants are: [C@H:1]12[N:8]([C:9]([O:11][C:12]([CH3:15])([CH3:14])[CH3:13])=[O:10])[C@H:5]([CH2:6][CH2:7]1)[CH2:4][CH:3]=[C:2]2[C:16]([O:18][CH3:19])=[O:17]. (10) Given the product [Cl:4][SH:10]1[CH:6]=[CH:7][CH:8]=[C:9]1[S:11]([NH:14][C:15]([CH:17]1[CH2:22][CH2:21][N:20]([C:23]2[C:28]([NH:29][C:30](=[O:35])[C:31]([CH3:34])([CH3:33])[CH3:32])=[CH:27][C:26]([C:36]3[O:37][C:38]([CH2:41][CH3:42])=[CH:39][N:40]=3)=[CH:25][N:24]=2)[CH2:19][CH2:18]1)=[O:16])(=[O:13])=[O:12], predict the reactants needed to synthesize it. The reactants are: C([Cl:4])(=O)C.Cl[C:6]1[S:10][C:9]([S:11]([NH:14][C:15]([CH:17]2[CH2:22][CH2:21][N:20]([C:23]3[C:28]([NH:29][C:30](=[O:35])[C:31]([CH3:34])([CH3:33])[CH3:32])=[CH:27][C:26]([C:36]4[O:37][C:38]([CH2:41][CH3:42])=[CH:39][N:40]=4)=[CH:25][N:24]=3)[CH2:19][CH2:18]2)=[O:16])(=[O:13])=[O:12])=[CH:8][CH:7]=1.C(Cl)(=O)C(C)(C)C.